This data is from Full USPTO retrosynthesis dataset with 1.9M reactions from patents (1976-2016). The task is: Predict the reactants needed to synthesize the given product. (1) Given the product [F:17][C:18]1[CH:19]=[C:20]([C@H:26]([NH:27][C:50]([C:43]2[CH:42]=[C:41]3[C:46]([CH:47]=[N:48][C:39]([NH:38][CH2:37][CH:34]4[CH2:35][CH2:36]4)=[N:40]3)=[C:45]([F:49])[CH:44]=2)=[O:51])[C:28]2[CH:29]=[N:30][N:31]([CH3:33])[CH:32]=2)[CH:21]=[CH:22][C:23]=1[O:24][CH3:25], predict the reactants needed to synthesize it. The reactants are: ClC1C=CC([C@@H](C2C=CN(C)N=2)N)=CC=1F.[F:17][C:18]1[CH:19]=[C:20]([C@@H:26]([C:28]2[CH:29]=[N:30][N:31]([CH3:33])[CH:32]=2)[NH2:27])[CH:21]=[CH:22][C:23]=1[O:24][CH3:25].[CH:34]1([CH2:37][NH:38][C:39]2[N:48]=[CH:47][C:46]3[C:41](=[CH:42][C:43]([C:50](O)=[O:51])=[CH:44][C:45]=3[F:49])[N:40]=2)[CH2:36][CH2:35]1. (2) Given the product [CH2:1]([O:3][C:4](=[O:21])[CH2:5][C:6]1[C:14]2[C:9]3=[C:10]([O:15][CH2:16][CH2:17][N:8]3[C:7]=1[C:18]([O:20][CH3:22])=[O:19])[CH:11]=[CH:12][CH:13]=2)[CH3:2], predict the reactants needed to synthesize it. The reactants are: [CH2:1]([O:3][C:4](=[O:21])[CH2:5][C:6]1[C:14]2[C:9]3=[C:10]([O:15][CH2:16][CH2:17][N:8]3[C:7]=1[C:18]([OH:20])=[O:19])[CH:11]=[CH:12][CH:13]=2)[CH3:2].[C:22]([O-])([O-])=O.[K+].[K+].CI. (3) Given the product [Cl:55][C:30]1[C:29]2[N:28]([N:27]=[C:14]([NH:13][C:10]3[CH:11]=[CH:12][C:7]([N:4]4[CH2:5][CH2:6][O:1][CH2:2][CH2:3]4)=[CH:8][CH:9]=3)[N:34]=2)[CH:33]=[CH:32][N:31]=1, predict the reactants needed to synthesize it. The reactants are: [O:1]1[CH2:6][CH2:5][N:4]([C:7]2[CH:12]=[CH:11][C:10]([N:13]=[C:14]=S)=[CH:9][CH:8]=2)[CH2:3][CH2:2]1.C1(C([O-])=O)C=C(C)C=C(C)C=1.[NH2:27][N+:28]1[CH:33]=[CH:32][N:31]=[CH:30][C:29]=1[NH2:34].C(N(C(C)C)CC)(C)C.CCN=C=NCCCN(C)C.[ClH:55]. (4) Given the product [I:30][C:24]1[CH:25]=[C:26]([N+:27]([O-:29])=[O:28])[C:21]([NH:19][CH2:18][C:5]2[CH:6]=[CH:7][C:8]([O:9][CH2:10][C:11]3[CH:12]=[N:13][C:14]([CH3:17])=[CH:15][CH:16]=3)=[C:3]([O:2][CH3:1])[CH:4]=2)=[N:22][CH:23]=1, predict the reactants needed to synthesize it. The reactants are: [CH3:1][O:2][C:3]1[CH:4]=[C:5]([CH2:18][NH2:19])[CH:6]=[CH:7][C:8]=1[O:9][CH2:10][C:11]1[CH:12]=[N:13][C:14]([CH3:17])=[CH:15][CH:16]=1.Cl[C:21]1[C:26]([N+:27]([O-:29])=[O:28])=[CH:25][C:24]([I:30])=[CH:23][N:22]=1.C(N(CC)C(C)C)(C)C.